This data is from Forward reaction prediction with 1.9M reactions from USPTO patents (1976-2016). The task is: Predict the product of the given reaction. (1) Given the reactants [F:1][C:2]1[CH:3]=[C:4]2[C:9](=[CH:10][CH:11]=1)[O:8][C@@H:7]([C@H:12]([OH:15])[CH2:13]O)[CH2:6][CH2:5]2.N1C=CC=CC=1.S(Cl)(C1C=CC(C)=CC=1)(=O)=O.C(=O)([O-])[O-].[K+].[K+], predict the reaction product. The product is: [F:1][C:2]1[CH:3]=[C:4]2[C:9](=[CH:10][CH:11]=1)[O:8][C@@H:7]([C@H:12]1[CH2:13][O:15]1)[CH2:6][CH2:5]2. (2) Given the reactants O=[C:2]1[C:9]2[CH:8]=[C:7]([C:10]([O:12][CH3:13])=[O:11])[NH:6][C:5]=2[CH2:4][CH2:3]1.[F:14][C:15]1[CH:23]=[C:22]([F:24])[CH:21]=[CH:20][C:16]=1[CH2:17][Mg]Cl, predict the reaction product. The product is: [F:14][C:15]1[CH:23]=[C:22]([F:24])[CH:21]=[CH:20][C:16]=1[CH2:17][CH:2]1[C:9]2[CH:8]=[C:7]([C:10]([O:12][CH3:13])=[O:11])[NH:6][C:5]=2[CH2:4][CH2:3]1. (3) Given the reactants [Cl-].[Cl-].[Cl-].[Al+3].[C:5](Cl)(=[O:12])[C:6]1[CH:11]=[CH:10][CH:9]=[N:8][CH:7]=1.[C:14]([NH:17][C:18]1[CH:23]=[CH:22][CH:21]=[CH:20][CH:19]=1)(=[O:16])[CH3:15].[OH-].[Na+], predict the reaction product. The product is: [N:8]1[CH:9]=[CH:10][CH:11]=[C:6]([C:5]([C:21]2[CH:22]=[CH:23][C:18]([NH:17][C:14](=[O:16])[CH3:15])=[CH:19][CH:20]=2)=[O:12])[CH:7]=1.